Dataset: hERG potassium channel inhibition data for cardiac toxicity prediction from Karim et al.. Task: Regression/Classification. Given a drug SMILES string, predict its toxicity properties. Task type varies by dataset: regression for continuous values (e.g., LD50, hERG inhibition percentage) or binary classification for toxic/non-toxic outcomes (e.g., AMES mutagenicity, cardiotoxicity, hepatotoxicity). Dataset: herg_karim. (1) The drug is O=c1ccc2ccc(F)c3c2n1C[C@H]3CN1CCC(NCc2cc3c(nn2)OCCO3)CC1. The result is 0 (non-blocker). (2) The compound is O=C(Nc1ccc(F)c(Cl)c1)N1CCN(C[C@@H]2CCCN(C3CC3)C2)CC1. The result is 0 (non-blocker).